From a dataset of Peptide-MHC class II binding affinity with 134,281 pairs from IEDB. Regression. Given a peptide amino acid sequence and an MHC pseudo amino acid sequence, predict their binding affinity value. This is MHC class II binding data. (1) The peptide sequence is AARLFKAFILDGDKL. The MHC is DRB1_0802 with pseudo-sequence DRB1_0802. The binding affinity (normalized) is 0.500. (2) The peptide sequence is QRGVGVAQGGVFHTM. The binding affinity (normalized) is 0.552. The MHC is HLA-DQA10501-DQB10303 with pseudo-sequence HLA-DQA10501-DQB10303. (3) The peptide sequence is RNKTQEEHLKEIMKHIVKIE. The MHC is DRB1_0701 with pseudo-sequence DRB1_0701. The binding affinity (normalized) is 0.599. (4) The peptide sequence is AGATAGTTVYGAFAA. The MHC is HLA-DQA10102-DQB10602 with pseudo-sequence HLA-DQA10102-DQB10602. The binding affinity (normalized) is 0.787. (5) The peptide sequence is PLGLLLKNLTTSSYV. The MHC is DRB5_0101 with pseudo-sequence DRB5_0101. The binding affinity (normalized) is 0.404.